This data is from Full USPTO retrosynthesis dataset with 1.9M reactions from patents (1976-2016). The task is: Predict the reactants needed to synthesize the given product. (1) Given the product [CH3:7][C:8]1[O:12][C:11]([C:13]([O-:15])=[O:14])=[N:10][N:9]=1.[K+:6], predict the reactants needed to synthesize it. The reactants are: C[Si](C)(C)[O-].[K+:6].[CH3:7][C:8]1[O:12][C:11]([C:13]([O:15]CC)=[O:14])=[N:10][N:9]=1. (2) The reactants are: [Cl:1][C:2]1[C:11]([NH:12][NH2:13])=[N:10][C:9]2[C:4](=[CH:5][CH:6]=[C:7]([Cl:14])[CH:8]=2)[N:3]=1.Cl.[N:16]([O-])=O.[Na+]. Given the product [Cl:1][C:2]1[C:11]2[N:10]([N:16]=[N:13][N:12]=2)[C:9]2[C:4]([N:3]=1)=[CH:5][CH:6]=[C:7]([Cl:14])[CH:8]=2, predict the reactants needed to synthesize it. (3) Given the product [Br:1][C:2]1[CH:3]=[C:4]([CH3:13])[C:5]2[O:6][CH2:7][CH2:8][NH:9][C:10]=2[N:11]=1, predict the reactants needed to synthesize it. The reactants are: [Br:1][C:2]1[CH:3]=[C:4]([CH3:13])[C:5]2[O:6][CH2:7][C:8](=O)[NH:9][C:10]=2[N:11]=1.CO. (4) The reactants are: [F:1][C:2]1[C:7]([F:8])=[CH:6][CH:5]=[CH:4][C:3]=1[C:9]1[N:17]=[C:12]2[CH:13]=[N:14][NH:15][CH:16]=[C:11]2[N:10]=1.Cl[CH2:19][C:20]1[O:24][N:23]=[C:22]([C:25]2[CH:41]=[CH:40][C:28]([O:29][CH2:30][C:31]3[CH:39]=[CH:38][C:34]([C:35]([OH:37])=[O:36])=[CH:33][CH:32]=3)=[CH:27][CH:26]=2)[CH:21]=1. Given the product [F:1][C:2]1[C:7]([F:8])=[CH:6][CH:5]=[CH:4][C:3]=1[C:9]1[N:17]=[C:12]2[CH:13]=[N:14][N:15]([CH2:19][C:20]3[O:24][N:23]=[C:22]([C:25]4[CH:41]=[CH:40][C:28]([O:29][CH2:30][C:31]5[CH:39]=[CH:38][C:34]([C:35]([OH:37])=[O:36])=[CH:33][CH:32]=5)=[CH:27][CH:26]=4)[CH:21]=3)[CH:16]=[C:11]2[N:10]=1, predict the reactants needed to synthesize it. (5) The reactants are: [Br:1][C:2]1[N:10]([CH2:11][CH:12]=[C:13]([CH3:15])[CH3:14])[C:9]2[C:8](=[O:16])[NH:7][C:6](=[O:17])[N:5]([CH3:18])[C:4]=2[N:3]=1.[CH2:19](Br)[C:20]([C:22]1[CH:27]=[CH:26][CH:25]=[CH:24][CH:23]=1)=[O:21].C(=O)([O-])[O-].[K+].[K+].CN(C=O)C. Given the product [Br:1][C:2]1[N:10]([CH2:11][CH:12]=[C:13]([CH3:15])[CH3:14])[C:9]2[C:8](=[O:16])[N:7]([CH2:19][C:20](=[O:21])[C:22]3[CH:27]=[CH:26][CH:25]=[CH:24][CH:23]=3)[C:6](=[O:17])[N:5]([CH3:18])[C:4]=2[N:3]=1, predict the reactants needed to synthesize it. (6) Given the product [NH2:22][C:23]1[CH:18]=[CH:19][C:20]([C:2]2[C:3]([NH2:9])=[N:4][CH:5]=[C:6]([Br:8])[N:7]=2)=[CH:21][CH:26]=1, predict the reactants needed to synthesize it. The reactants are: Br[C:2]1[C:3]([NH2:9])=[N:4][CH:5]=[C:6]([Br:8])[N:7]=1.CC1(C)C(C)(C)OB([C:18]2[CH:19]=[CH:20][C:21](N)=[N:22][CH:23]=2)O1.[C:26]([O-])([O-])=O.[Na+].[Na+].